Dataset: NCI-60 drug combinations with 297,098 pairs across 59 cell lines. Task: Regression. Given two drug SMILES strings and cell line genomic features, predict the synergy score measuring deviation from expected non-interaction effect. (1) Drug 1: C1=CC(=CC=C1CCC2=CNC3=C2C(=O)NC(=N3)N)C(=O)NC(CCC(=O)O)C(=O)O. Drug 2: CC1=C(C=C(C=C1)NC(=O)C2=CC=C(C=C2)CN3CCN(CC3)C)NC4=NC=CC(=N4)C5=CN=CC=C5. Cell line: A549. Synergy scores: CSS=26.1, Synergy_ZIP=-11.5, Synergy_Bliss=-6.58, Synergy_Loewe=-35.8, Synergy_HSA=-8.84. (2) Drug 2: C1=CN(C(=O)N=C1N)C2C(C(C(O2)CO)O)O.Cl. Synergy scores: CSS=41.1, Synergy_ZIP=3.91, Synergy_Bliss=5.26, Synergy_Loewe=2.22, Synergy_HSA=3.26. Cell line: RPMI-8226. Drug 1: CC12CCC(CC1=CCC3C2CCC4(C3CC=C4C5=CN=CC=C5)C)O. (3) Drug 1: C1=CC=C(C=C1)NC(=O)CCCCCCC(=O)NO. Drug 2: C#CCC(CC1=CN=C2C(=N1)C(=NC(=N2)N)N)C3=CC=C(C=C3)C(=O)NC(CCC(=O)O)C(=O)O. Cell line: ACHN. Synergy scores: CSS=50.2, Synergy_ZIP=5.48, Synergy_Bliss=-1.89, Synergy_Loewe=-27.1, Synergy_HSA=0.0512. (4) Cell line: HL-60(TB). Synergy scores: CSS=58.7, Synergy_ZIP=1.87, Synergy_Bliss=0.781, Synergy_Loewe=-32.5, Synergy_HSA=-1.46. Drug 1: C1CN(P(=O)(OC1)NCCCl)CCCl. Drug 2: CC1CCCC2(C(O2)CC(NC(=O)CC(C(C(=O)C(C1O)C)(C)C)O)C(=CC3=CSC(=N3)C)C)C. (5) Drug 1: CC1C(C(=O)NC(C(=O)N2CCCC2C(=O)N(CC(=O)N(C(C(=O)O1)C(C)C)C)C)C(C)C)NC(=O)C3=C4C(=C(C=C3)C)OC5=C(C(=O)C(=C(C5=N4)C(=O)NC6C(OC(=O)C(N(C(=O)CN(C(=O)C7CCCN7C(=O)C(NC6=O)C(C)C)C)C)C(C)C)C)N)C. Drug 2: B(C(CC(C)C)NC(=O)C(CC1=CC=CC=C1)NC(=O)C2=NC=CN=C2)(O)O. Cell line: MOLT-4. Synergy scores: CSS=84.2, Synergy_ZIP=0.0299, Synergy_Bliss=-0.233, Synergy_Loewe=-1.06, Synergy_HSA=-0.250. (6) Drug 2: C#CCC(CC1=CN=C2C(=N1)C(=NC(=N2)N)N)C3=CC=C(C=C3)C(=O)NC(CCC(=O)O)C(=O)O. Cell line: MCF7. Drug 1: CN(C)N=NC1=C(NC=N1)C(=O)N. Synergy scores: CSS=-2.90, Synergy_ZIP=-0.384, Synergy_Bliss=-4.08, Synergy_Loewe=-3.81, Synergy_HSA=-4.43. (7) Drug 1: CN(CC1=CN=C2C(=N1)C(=NC(=N2)N)N)C3=CC=C(C=C3)C(=O)NC(CCC(=O)O)C(=O)O. Drug 2: CC1C(C(CC(O1)OC2CC(CC3=C2C(=C4C(=C3O)C(=O)C5=CC=CC=C5C4=O)O)(C(=O)C)O)N)O. Cell line: HCC-2998. Synergy scores: CSS=61.8, Synergy_ZIP=-6.37, Synergy_Bliss=-7.22, Synergy_Loewe=-18.3, Synergy_HSA=-3.46. (8) Drug 1: CN(C)C1=NC(=NC(=N1)N(C)C)N(C)C. Drug 2: C1=NC2=C(N1)C(=S)N=C(N2)N. Cell line: SF-295. Synergy scores: CSS=27.8, Synergy_ZIP=0.206, Synergy_Bliss=-2.32, Synergy_Loewe=-27.7, Synergy_HSA=-3.65. (9) Drug 1: CC(C1=C(C=CC(=C1Cl)F)Cl)OC2=C(N=CC(=C2)C3=CN(N=C3)C4CCNCC4)N. Drug 2: CCN(CC)CCCC(C)NC1=C2C=C(C=CC2=NC3=C1C=CC(=C3)Cl)OC. Cell line: HCC-2998. Synergy scores: CSS=49.5, Synergy_ZIP=4.94, Synergy_Bliss=5.80, Synergy_Loewe=7.66, Synergy_HSA=6.56. (10) Drug 1: CC1OCC2C(O1)C(C(C(O2)OC3C4COC(=O)C4C(C5=CC6=C(C=C35)OCO6)C7=CC(=C(C(=C7)OC)O)OC)O)O. Drug 2: CNC(=O)C1=NC=CC(=C1)OC2=CC=C(C=C2)NC(=O)NC3=CC(=C(C=C3)Cl)C(F)(F)F. Cell line: M14. Synergy scores: CSS=24.0, Synergy_ZIP=-3.91, Synergy_Bliss=0.0472, Synergy_Loewe=-4.95, Synergy_HSA=0.462.